This data is from Reaction yield outcomes from USPTO patents with 853,638 reactions. The task is: Predict the reaction yield, written as a fraction of the theoretical maximum amount of product (1.0 means a 100% yield; for example, 0.34 means a 34% yield). (1) The reactants are [F:1][C:2]([F:36])([F:35])[C:3]1[CH:4]=[CH:5][C:6]([NH:9][C:10]([C:12]2[CH:34]=[CH:33][C:15]([O:16][C:17]3[CH:26]=[C:25]4[C:20]([CH:21]([C:27]([O:29]C)=[O:28])[CH2:22][CH2:23][O:24]4)=[CH:19][C:18]=3[C:31]#[N:32])=[CH:14][CH:13]=2)=[O:11])=[N:7][CH:8]=1.[OH-].[Na+].CO. The catalyst is C1COCC1.C(OCC)(=O)C.Cl. The product is [F:36][C:2]([F:1])([F:35])[C:3]1[CH:4]=[CH:5][C:6]([NH:9][C:10]([C:12]2[CH:34]=[CH:33][C:15]([O:16][C:17]3[CH:26]=[C:25]4[C:20]([CH:21]([C:27]([OH:29])=[O:28])[CH2:22][CH2:23][O:24]4)=[CH:19][C:18]=3[C:31]#[N:32])=[CH:14][CH:13]=2)=[O:11])=[N:7][CH:8]=1. The yield is 0.230. (2) The reactants are C[O:2][C:3]1[C:8]2[NH:9][C:10]([C:12]3[S:13][CH:14]=[CH:15][CH:16]=3)=[N:11][C:7]=2[C:6]([C:17]([NH:19][CH2:20][CH:21]2[CH2:26][CH2:25][N:24](C(OC(C)(C)C)=O)[CH2:23][CH2:22]2)=[O:18])=[CH:5][CH:4]=1.B(Br)(Br)Br. No catalyst specified. The product is [OH:2][C:3]1[C:8]2[NH:9][C:10]([C:12]3[S:13][CH:14]=[CH:15][CH:16]=3)=[N:11][C:7]=2[C:6]([C:17]([NH:19][CH2:20][CH:21]2[CH2:26][CH2:25][NH:24][CH2:23][CH2:22]2)=[O:18])=[CH:5][CH:4]=1. The yield is 0.350. (3) The reactants are O=C1C2C=CC=CC=2C(=O)[N:3]1[CH2:12][C@@H:13]([NH:21][C:22]([NH:24][NH:25][C:26]([C:28]1[CH:29]=[C:30]2[C:34](=[CH:35][CH:36]=1)[NH:33][N:32]=[C:31]2[CH3:37])=O)=[S:23])[CH2:14][C:15]1[CH:20]=[CH:19][CH:18]=[CH:17][CH:16]=1.N[C@@H](CC1C=CC=CC=1)CN1C(=O)C2C=CC=CC=2C1=O.CC1C2C(=CC=C(C(NN)=O)C=2)NN=1. No catalyst specified. The product is [NH2:3][CH2:12][C@@H:13]([NH:21][C:22]1[S:23][C:26]([C:28]2[CH:29]=[C:30]3[C:34](=[CH:35][CH:36]=2)[NH:33][N:32]=[C:31]3[CH3:37])=[N:25][N:24]=1)[CH2:14][C:15]1[CH:20]=[CH:19][CH:18]=[CH:17][CH:16]=1. The yield is 0.820. (4) The product is [C:1]([N:4]1[C:13]2[C:8](=[CH:9][CH:10]=[CH:11][CH:12]=2)[C@H:7]([O:14][C:24]2[CH:29]=[CH:28][CH:27]=[CH:26][CH:25]=2)[CH2:6][C@@H:5]1[CH3:15])(=[O:3])[CH3:2]. The yield is 0.490. The reactants are [C:1]([N:4]1[C:13]2[C:8](=[CH:9][CH:10]=[CH:11][CH:12]=2)[C@H:7]([OH:14])[CH2:6][C@@H:5]1[CH3:15])(=[O:3])[CH3:2].C(O)(=O)C.C(O)(=O)C.[C:24]1([Bi]([C:24]2[CH:29]=[CH:28][CH:27]=[CH:26][CH:25]=2)[C:24]2[CH:29]=[CH:28][CH:27]=[CH:26][CH:25]=2)[CH:29]=[CH:28][CH:27]=[CH:26][CH:25]=1.O. The catalyst is ClCCl.C([O-])(=O)C.[Cu+2].C([O-])(=O)C. (5) The reactants are [N:1]1[CH:6]=[CH:5][C:4](B(O)O)=[CH:3][CH:2]=1.FC(F)(F)S(O[C:16]1[C@@:20]2([CH3:36])[CH2:21][CH2:22][C@H:23]3[C@H:32]([C@@H:19]2[CH2:18][CH:17]=1)[CH2:31][CH:30]=[C:29]1[C@:24]3([CH3:35])[CH2:25][CH2:26][C:27](=[O:34])[N:28]1[CH3:33])(=O)=O. The catalyst is C1COCC1.Cl[Pd](Cl)([P](C1C=CC=CC=1)(C1C=CC=CC=1)C1C=CC=CC=1)[P](C1C=CC=CC=1)(C1C=CC=CC=1)C1C=CC=CC=1. The product is [CH3:33][N:28]1[C:29]2[C@@:24]([CH3:35])([C@H:23]3[CH2:22][CH2:21][C@@:20]4([CH3:36])[C@@H:19]([CH2:18][CH:17]=[C:16]4[C:4]4[CH:5]=[CH:6][N:1]=[CH:2][CH:3]=4)[C@@H:32]3[CH2:31][CH:30]=2)[CH2:25][CH2:26][C:27]1=[O:34]. The yield is 0.200. (6) The reactants are [N+:1]([C:4]1[CH:5]=[C:6]2[C:10](=[CH:11][CH:12]=1)[NH:9][CH2:8][CH2:7]2)([O-:3])=[O:2].[CH3:13][S:14](Cl)(=[O:16])=[O:15]. The yield is 0.950. The catalyst is C(Cl)Cl. The product is [CH3:13][S:14]([N:9]1[C:10]2[C:6](=[CH:5][C:4]([N+:1]([O-:3])=[O:2])=[CH:12][CH:11]=2)[CH2:7][CH2:8]1)(=[O:16])=[O:15].